From a dataset of NCI-60 drug combinations with 297,098 pairs across 59 cell lines. Regression. Given two drug SMILES strings and cell line genomic features, predict the synergy score measuring deviation from expected non-interaction effect. (1) Drug 1: CCC1=C2CN3C(=CC4=C(C3=O)COC(=O)C4(CC)O)C2=NC5=C1C=C(C=C5)O. Drug 2: CC1=C(C(=O)C2=C(C1=O)N3CC4C(C3(C2COC(=O)N)OC)N4)N. Cell line: UACC62. Synergy scores: CSS=62.7, Synergy_ZIP=-0.717, Synergy_Bliss=-1.10, Synergy_Loewe=-15.5, Synergy_HSA=4.15. (2) Cell line: HL-60(TB). Drug 1: C1CN(CCN1C(=O)CCBr)C(=O)CCBr. Synergy scores: CSS=70.6, Synergy_ZIP=-1.30, Synergy_Bliss=-2.36, Synergy_Loewe=-10.9, Synergy_HSA=-0.925. Drug 2: CC(C)NC(=O)C1=CC=C(C=C1)CNNC.Cl. (3) Drug 1: CC1=CC2C(CCC3(C2CCC3(C(=O)C)OC(=O)C)C)C4(C1=CC(=O)CC4)C. Drug 2: CNC(=O)C1=NC=CC(=C1)OC2=CC=C(C=C2)NC(=O)NC3=CC(=C(C=C3)Cl)C(F)(F)F. Cell line: NCI-H522. Synergy scores: CSS=36.5, Synergy_ZIP=0.866, Synergy_Bliss=1.64, Synergy_Loewe=-20.1, Synergy_HSA=0.459. (4) Drug 1: CC1CCC2CC(C(=CC=CC=CC(CC(C(=O)C(C(C(=CC(C(=O)CC(OC(=O)C3CCCCN3C(=O)C(=O)C1(O2)O)C(C)CC4CCC(C(C4)OC)O)C)C)O)OC)C)C)C)OC. Drug 2: CC1=C(C(=CC=C1)Cl)NC(=O)C2=CN=C(S2)NC3=CC(=NC(=N3)C)N4CCN(CC4)CCO. Cell line: SW-620. Synergy scores: CSS=4.21, Synergy_ZIP=-0.683, Synergy_Bliss=0.719, Synergy_Loewe=-0.829, Synergy_HSA=0.550.